The task is: Regression. Given a peptide amino acid sequence and an MHC pseudo amino acid sequence, predict their binding affinity value. This is MHC class I binding data.. This data is from Peptide-MHC class I binding affinity with 185,985 pairs from IEDB/IMGT. (1) The peptide sequence is FPAPRAETL. The MHC is HLA-B51:01 with pseudo-sequence HLA-B51:01. The binding affinity (normalized) is 0.0847. (2) The peptide sequence is CHATLTHRL. The MHC is HLA-A29:02 with pseudo-sequence HLA-A29:02. The binding affinity (normalized) is 0.0847. (3) The peptide sequence is GQQRSTLERTSKASL. The MHC is HLA-B44:02 with pseudo-sequence HLA-B44:02. The binding affinity (normalized) is 0.00631. (4) The peptide sequence is ELIKELPGY. The MHC is HLA-B27:05 with pseudo-sequence HLA-B27:05. The binding affinity (normalized) is 0.0847. (5) The peptide sequence is YLDVDLHPA. The MHC is HLA-A02:06 with pseudo-sequence HLA-A02:06. The binding affinity (normalized) is 0.666. (6) The peptide sequence is EEIRNLAL. The MHC is H-2-Kb with pseudo-sequence H-2-Kb. The binding affinity (normalized) is 0. (7) The peptide sequence is HSIKRNYPYL. The MHC is H-2-Db with pseudo-sequence H-2-Db. The binding affinity (normalized) is 0.274. (8) The peptide sequence is SQMETDFLEL. The MHC is HLA-A02:03 with pseudo-sequence HLA-A02:03. The binding affinity (normalized) is 0.409. (9) The peptide sequence is AVRQFRASV. The MHC is HLA-B58:01 with pseudo-sequence HLA-B58:01. The binding affinity (normalized) is 0.0847.